This data is from Full USPTO retrosynthesis dataset with 1.9M reactions from patents (1976-2016). The task is: Predict the reactants needed to synthesize the given product. Given the product [CH2:1]([C@@H:4]1[O:9][C@H:8]2[C@H:10]3[O:15][C@@:14]4([CH2:17][CH2:18][C@@H:19]5[O:23][C@@H:22]([CH2:24][CH2:25][C@@H:26]6[O:31][C@H:30]([CH2:32][C@H:33]7[C@H:37]([CH2:38][CH2:39][OH:40])[C@@H:36]([O:43][CH3:44])[C@@H:35]([CH2:45][C@H:46]([O:56][Si:57]([CH2:62][CH3:63])([CH2:60][CH3:61])[CH2:58][CH3:59])[CH2:47][O:48][Si:49]([CH2:52][CH3:53])([CH2:50][CH3:51])[CH2:54][CH3:55])[O:34]7)[C:29](=[CH2:64])[C@H:28]([CH3:65])[CH2:27]6)[C:21](=[CH2:66])[CH2:20]5)[O:16][C@H:6]([C@@H:7]2[O:12][C@@H:11]3[CH2:13]4)[C@H:5]1[O:67][Si:68]([CH2:73][CH3:74])([CH2:71][CH3:72])[CH2:69][CH3:70])[CH:2]=[CH2:3], predict the reactants needed to synthesize it. The reactants are: [CH2:1]([C@@H:4]1[O:9][C@H:8]2[C@H:10]3[O:15][C:14]4([CH2:17][CH2:18][C@@H:19]5[O:23][C@@H:22]([CH2:24][CH2:25][C@@H:26]6[O:31][C@H:30]([CH2:32][C@H:33]7[C@H:37]([CH2:38][C:39](OC)=[O:40])[C@@H:36]([O:43][CH3:44])[C@@H:35]([CH2:45][C@H:46]([O:56][Si:57]([CH2:62][CH3:63])([CH2:60][CH3:61])[CH2:58][CH3:59])[CH2:47][O:48][Si:49]([CH2:54][CH3:55])([CH2:52][CH3:53])[CH2:50][CH3:51])[O:34]7)[C:29](=[CH2:64])[C@H:28]([CH3:65])[CH2:27]6)[C:21](=[CH2:66])[CH2:20]5)[O:16][C@H:6]([C@@H:7]2[O:12][C@@H:11]3[CH2:13]4)[C@H:5]1[O:67][Si:68]([CH2:73][CH3:74])([CH2:71][CH3:72])[CH2:69][CH3:70])[CH:2]=[CH2:3].[H-].[Al+3].[Li+].[H-].[H-].[H-].[NH4+].[Cl-].O.